This data is from Reaction yield outcomes from USPTO patents with 853,638 reactions. The task is: Predict the reaction yield, written as a fraction of the theoretical maximum amount of product (1.0 means a 100% yield; for example, 0.34 means a 34% yield). (1) The reactants are [Cl:1][C:2]1[CH:18]=[C:17]([Cl:19])[CH:16]=[CH:15][C:3]=1[CH2:4][NH:5][C:6]([N:8]1[C:11]2([CH2:14][NH:13][CH2:12]2)[CH2:10][CH2:9]1)=[O:7].C(N(CC)CC)C.[Cl:27][C:28]1[CH:33]=[CH:32][C:31]([S:34](Cl)(=[O:36])=[O:35])=[CH:30][CH:29]=1. The catalyst is ClCCl. The product is [Cl:27][C:28]1[CH:33]=[CH:32][C:31]([S:34]([N:13]2[CH2:12][C:11]3([N:8]([C:6]([NH:5][CH2:4][C:3]4[CH:15]=[CH:16][C:17]([Cl:19])=[CH:18][C:2]=4[Cl:1])=[O:7])[CH2:9][CH2:10]3)[CH2:14]2)(=[O:36])=[O:35])=[CH:30][CH:29]=1. The yield is 0.850. (2) The reactants are [NH2:1][C:2]1[N:3]=[C:4]([CH3:19])[C:5]2[CH:11]=[C:10](Br)[C:9](=[O:13])[N:8]([CH:14]3[CH2:18][CH2:17][O:16][CH2:15]3)[C:6]=2[N:7]=1.C([Sn]([C:33]1[S:34][CH:35]=[CH:36][N:37]=1)(CCCC)CCCC)CCC.[F-].[K+]. The catalyst is C1(C)C=CC=CC=1.C1C=CC([P]([Pd]([P](C2C=CC=CC=2)(C2C=CC=CC=2)C2C=CC=CC=2)([P](C2C=CC=CC=2)(C2C=CC=CC=2)C2C=CC=CC=2)[P](C2C=CC=CC=2)(C2C=CC=CC=2)C2C=CC=CC=2)(C2C=CC=CC=2)C2C=CC=CC=2)=CC=1. The product is [NH2:1][C:2]1[N:3]=[C:4]([CH3:19])[C:5]2[CH:11]=[C:10]([C:33]3[S:34][CH:35]=[CH:36][N:37]=3)[C:9](=[O:13])[N:8]([CH:14]3[CH2:18][CH2:17][O:16][CH2:15]3)[C:6]=2[N:7]=1. The yield is 0.850. (3) The yield is 0.920. The product is [Cl:1][C:2]1([C:22]([OH:24])=[O:23])[CH:3]=[CH:4][C:5]([N:8]([C:12]2[CH:17]=[CH:16][CH:15]=[CH:14][C:13]=2[C:18]([F:21])([F:19])[F:20])[C:9](=[O:11])[NH2:10])=[CH:6][CH2:7]1. The catalyst is CO. The reactants are [Cl:1][C:2]1([C:22]([O:24]CC)=[O:23])[CH:7]=[CH:6][C:5]([N:8]([C:12]2[CH:17]=[CH:16][CH:15]=[CH:14][C:13]=2[C:18]([F:21])([F:20])[F:19])[C:9](=[O:11])[NH2:10])=[CH:4][CH2:3]1.[OH-].[K+]. (4) The reactants are [Br:1][C:2]1[CH:3]=[CH:4][C:5](F)=[C:6]([CH:9]=1)[CH:7]=[O:8].[Br:11][C:12]1[CH:17]=[CH:16][CH:15]=[CH:14][C:13]=1[OH:18].C(=O)([O-])[O-].[K+].[K+]. The catalyst is CC(N(C)C)=O.C(OCC)(=O)C. The product is [Br:1][C:2]1[CH:3]=[CH:4][C:5]([O:18][C:13]2[CH:14]=[CH:15][CH:16]=[CH:17][C:12]=2[Br:11])=[C:6]([CH:9]=1)[CH:7]=[O:8]. The yield is 0.460. (5) The reactants are CCN(C(C)C)C(C)C.[NH:10]1[C:18]2[C:13](=[CH:14][CH:15]=[CH:16][CH:17]=2)[CH:12]=[C:11]1[C:19]([OH:21])=O.C1C=CC2N(O)N=NC=2C=1.CCN=C=NCCCN(C)C.Cl.[NH2:44][CH2:45][C:46]([N:48]1[CH2:53][CH2:52][N:51]([C:54](=[O:65])[C:55]2[CH:60]=[CH:59][CH:58]=[CH:57][C:56]=2[C:61]([F:64])([F:63])[F:62])[CH2:50][CH2:49]1)=[O:47]. The catalyst is CN(C=O)C.O. The product is [O:47]=[C:46]([N:48]1[CH2:49][CH2:50][N:51]([C:54](=[O:65])[C:55]2[CH:60]=[CH:59][CH:58]=[CH:57][C:56]=2[C:61]([F:64])([F:63])[F:62])[CH2:52][CH2:53]1)[CH2:45][NH:44][C:19]([C:11]1[NH:10][C:18]2[C:13]([CH:12]=1)=[CH:14][CH:15]=[CH:16][CH:17]=2)=[O:21]. The yield is 0.659. (6) The reactants are [C:1]([N:5]1[C:9]([C:10]2[CH:15]=[CH:14][C:13]([F:16])=[CH:12][CH:11]=2)=[C:8]([C:17](=[S:19])[NH2:18])[CH:7]=[N:6]1)([CH3:4])([CH3:3])[CH3:2].Cl[CH2:21][C:22](=O)[CH2:23][C:24]([O:26][CH2:27][CH3:28])=[O:25]. The catalyst is C(O)C. The product is [C:1]([N:5]1[C:9]([C:10]2[CH:15]=[CH:14][C:13]([F:16])=[CH:12][CH:11]=2)=[C:8]([C:17]2[S:19][CH:21]=[C:22]([CH2:23][C:24]([O:26][CH2:27][CH3:28])=[O:25])[N:18]=2)[CH:7]=[N:6]1)([CH3:4])([CH3:2])[CH3:3]. The yield is 0.980. (7) The reactants are C([N:8]1[C@:12]2([CH3:22])[C:13]3[CH:14]=[CH:15][C:16]([F:21])=[CH:17][C:18]=3[O:19][CH2:20][C@@H:11]2[CH2:10][O:9]1)C1C=CC=CC=1. The catalyst is [Pd].CO. The product is [NH2:8][C@:12]1([CH3:22])[C:13]2[C:18](=[CH:17][C:16]([F:21])=[CH:15][CH:14]=2)[O:19][CH2:20][C@@H:11]1[CH2:10][OH:9]. The yield is 0.940. (8) The yield is 0.520. The catalyst is C1COCC1. The product is [C:14]([NH:13][C:12]1[C:7]2[N:8]([C:22]([Cl:23])=[C:5]([C:3]([OH:4])=[O:2])[N:6]=2)[CH:9]=[C:10]([C:17]2[CH:21]=[CH:20][O:19][CH:18]=2)[CH:11]=1)(=[O:16])[CH3:15]. The reactants are C[O:2][C:3]([C:5]1[N:6]=[C:7]2[C:12]([NH:13][C:14](=[O:16])[CH3:15])=[CH:11][C:10]([C:17]3[CH:21]=[CH:20][O:19][CH:18]=3)=[CH:9][N:8]2[C:22]=1[Cl:23])=[O:4].[OH-].[Na+]. (9) The reactants are [C:1]1([S:7]([N:10]2[C:14]3[N:15]=[CH:16][N:17]=[C:18](Cl)[C:13]=3[CH:12]=[C:11]2[I:20])(=[O:9])=[O:8])[CH:6]=[CH:5][CH:4]=[CH:3][CH:2]=1.[F:21][C:22]1[CH:27]=[CH:26][C:25]([C:28]2[NH:29][C:30]([CH:33]3[CH2:38][CH2:37][NH:36][CH2:35][CH2:34]3)=[N:31][N:32]=2)=[CH:24][CH:23]=1.FC(F)(F)C(O)=O.C(=O)([O-])[O-].[K+].[K+].C(#N)C. The catalyst is CCOC(C)=O. The product is [C:1]1([S:7]([N:10]2[C:14]3[N:15]=[CH:16][N:17]=[C:18]([N:36]4[CH2:35][CH2:34][CH:33]([C:30]5[NH:29][C:28]([C:25]6[CH:26]=[CH:27][C:22]([F:21])=[CH:23][CH:24]=6)=[N:32][N:31]=5)[CH2:38][CH2:37]4)[C:13]=3[CH:12]=[C:11]2[I:20])(=[O:9])=[O:8])[CH:6]=[CH:5][CH:4]=[CH:3][CH:2]=1.[F:21][C:22]1[CH:27]=[CH:26][C:25]([C:28]2[NH:29][C:30]([CH:33]3[CH2:38][CH2:37][N:36]([C:18]4[C:13]5[CH:12]=[C:11]([I:20])[NH:10][C:14]=5[N:15]=[CH:16][N:17]=4)[CH2:35][CH2:34]3)=[N:31][N:32]=2)=[CH:24][CH:23]=1. The yield is 0.467. (10) The reactants are [Cl:1][C:2]1[CH:3]=[C:4]([NH:16][C:17]2[C:26]3[C:21](=[CH:22][CH:23]=[C:24]([N+:27]([O-])=O)[CH:25]=3)[N:20]=[CH:19][N:18]=2)[CH:5]=[CH:6][C:7]=1[O:8][CH2:9][C:10]1[CH:15]=[CH:14][CH:13]=[CH:12][N:11]=1.Cl. The product is [Cl:1][C:2]1[CH:3]=[C:4]([NH:16][C:17]2[C:26]3[C:21](=[CH:22][CH:23]=[C:24]([NH2:27])[CH:25]=3)[N:20]=[CH:19][N:18]=2)[CH:5]=[CH:6][C:7]=1[O:8][CH2:9][C:10]1[CH:15]=[CH:14][CH:13]=[CH:12][N:11]=1. The yield is 0.541. The catalyst is C(O)C.O.[Fe].